From a dataset of Experimentally validated miRNA-target interactions with 360,000+ pairs, plus equal number of negative samples. Binary Classification. Given a miRNA mature sequence and a target amino acid sequence, predict their likelihood of interaction. The miRNA is mmu-miR-344d-3p with sequence GAUAUAACCACUGCCAGACUGA. Result: 1 (interaction). The protein sequence of the target gene is MERPRGAADGLLRWPLGLLLLLQLLPPAAVGQDRLDAPPPPAPPLLRWAGPVGVSWGLRAAAPGGPVPRAGRWRRGAPAEDQDCGRLPDFIAKLTNNTHQHVFDDLSGSVSLSWVGDSTGVILVLTTFQVPLVIVSFGQSKLYRSEDYGKNFKDITNLINNTFIRTEFGMAIGPENSGKVILTAEVSGGSRGGRVFRSSDFAKNFVQTDLPFHPLTQMMYSPQNSDYLLALSTENGLWVSKNFGEKWEEIHKAVCLAKWGPNNIIFFTTHVNGSCKADLGALELWRTSDLGKTFKTIGVK....